From a dataset of Forward reaction prediction with 1.9M reactions from USPTO patents (1976-2016). Predict the product of the given reaction. (1) Given the reactants [OH:1][CH2:2][C:3]1[CH:16]=[CH:15][C:14]2[O:13][C:12]3[C:7]4=[C:8]([C:17](=[O:20])[NH:18][N:19]=[C:6]4[C:5]=2[CH:4]=1)[CH:9]=[CH:10][CH:11]=3.[P:21]([O-])([O:31][CH2:32][C:33]1[CH:38]=[CH:37][CH:36]=[CH:35][CH:34]=1)([O:23][CH2:24][C:25]1[CH:30]=[CH:29][CH:28]=[CH:27][CH:26]=1)=[O:22].C1(P(C2C=CC=CC=2)C2C=CC=CC=2)C=CC=CC=1.N(C(OC(C)C)=O)=NC(OC(C)C)=O, predict the reaction product. The product is: [O:20]=[C:17]1[C:8]2[CH:9]=[CH:10][CH:11]=[C:12]3[O:13][C:14]4[CH:15]=[CH:16][C:3]([CH2:2][O:1][P:21](=[O:22])([O:31][CH2:32][C:33]5[CH:38]=[CH:37][CH:36]=[CH:35][CH:34]=5)[O:23][CH2:24][C:25]5[CH:30]=[CH:29][CH:28]=[CH:27][CH:26]=5)=[CH:4][C:5]=4[C:6]([C:7]=23)=[N:19][NH:18]1. (2) Given the reactants [CH2:1]([O:3][CH:4]([O:7][CH2:8][CH3:9])[C:5]#[CH:6])[CH3:2].C([Li])CCC.CCCCCC.CON(C)[C:24]([CH:26]1[CH2:28][CH2:27]1)=[O:25], predict the reaction product. The product is: [CH:26]1([C:24](=[O:25])[C:6]#[C:5][CH:4]([O:7][CH2:8][CH3:9])[O:3][CH2:1][CH3:2])[CH2:28][CH2:27]1. (3) Given the reactants Cl[C:2]1[C:11]2[C:6](=[CH:7][C:8]([O:14][CH2:15][CH2:16][CH2:17][N:18]3[CH2:23][CH2:22][O:21][CH2:20][CH2:19]3)=[C:9]([O:12][CH3:13])[CH:10]=2)[N:5]=[CH:4][N:3]=1.[Cl:24][C:25]1[CH:33]=[C:32]([C:34]#[C:35][CH2:36][O:37][CH2:38][CH2:39][O:40][CH3:41])[C:28]2[O:29][CH2:30][O:31][C:27]=2[C:26]=1[NH2:42].C[Si]([N-][Si](C)(C)C)(C)C.[Na+], predict the reaction product. The product is: [Cl:24][C:25]1[CH:33]=[C:32]([C:34]#[C:35][CH2:36][O:37][CH2:38][CH2:39][O:40][CH3:41])[C:28]2[O:29][CH2:30][O:31][C:27]=2[C:26]=1[NH:42][C:2]1[C:11]2[C:6](=[CH:7][C:8]([O:14][CH2:15][CH2:16][CH2:17][N:18]3[CH2:23][CH2:22][O:21][CH2:20][CH2:19]3)=[C:9]([O:12][CH3:13])[CH:10]=2)[N:5]=[CH:4][N:3]=1. (4) Given the reactants [NH:1]1[CH2:6][CH2:5][O:4][CH2:3][CH2:2]1.[CH3:7][O:8][C:9](=[O:17])[C:10]1[CH:15]=[CH:14][C:13](F)=[CH:12][CH:11]=1, predict the reaction product. The product is: [CH3:7][O:8][C:9](=[O:17])[C:10]1[CH:15]=[CH:14][C:13]([N:1]2[CH2:6][CH2:5][O:4][CH2:3][CH2:2]2)=[CH:12][CH:11]=1. (5) Given the reactants [N:1]1[C:9]2[CH:8]=[CH:7][N:6]=[CH:5][C:4]=2[S:3][C:2]=1[C:10]1[CH:11]=[C:12]([CH:17]=[C:18]([NH:20][C:21](=[O:34])[C:22]2[CH:27]=[C:26]([O:28][CH3:29])[C:25]([O:30][CH3:31])=[C:24]([O:32][CH3:33])[CH:23]=2)[CH:19]=1)[C:13]([O:15]C)=[O:14].O.[OH-].[Na+].Cl, predict the reaction product. The product is: [N:1]1[C:9]2[CH:8]=[CH:7][N:6]=[CH:5][C:4]=2[S:3][C:2]=1[C:10]1[CH:11]=[C:12]([CH:17]=[C:18]([NH:20][C:21](=[O:34])[C:22]2[CH:23]=[C:24]([O:32][CH3:33])[C:25]([O:30][CH3:31])=[C:26]([O:28][CH3:29])[CH:27]=2)[CH:19]=1)[C:13]([OH:15])=[O:14]. (6) Given the reactants [Cl-].[CH2:2]([N+:6]1[CH:10]=[CH:9][N:8]([CH3:11])[CH:7]=1)[CH2:3][CH2:4][CH3:5].[S:12]([O-:24])([O:15][CH2:16][CH2:17][CH2:18][CH2:19][CH2:20][CH2:21][CH2:22][CH3:23])(=[O:14])=[O:13].[Na+], predict the reaction product. The product is: [CH2:16]([O:15][S:12]([O-:24])(=[O:14])=[O:13])[CH2:17][CH2:18][CH2:19][CH2:20][CH2:21][CH2:22][CH3:23].[CH2:2]([N+:6]1[CH:10]=[CH:9][N:8]([CH3:11])[CH:7]=1)[CH2:3][CH2:4][CH3:5].